Dataset: Reaction yield outcomes from USPTO patents with 853,638 reactions. Task: Predict the reaction yield, written as a fraction of the theoretical maximum amount of product (1.0 means a 100% yield; for example, 0.34 means a 34% yield). (1) No catalyst specified. The product is [NH2:9][CH2:8][CH:7]([C:1]1[CH:6]=[CH:5][CH:4]=[CH:3][CH:2]=1)[O:10][CH2:11][CH2:12][OH:13]. The yield is 0.895. The reactants are [C:1]1([CH:7]([O:10][CH2:11][CH2:12][O:13][Si](C)(C)C)[C:8]#[N:9])[CH:6]=[CH:5][CH:4]=[CH:3][CH:2]=1.Cl. (2) The reactants are [C:1]([O:5][C:6]([N:8]1[CH:13]([CH3:14])[CH2:12][C:11]2[NH:15][N:16]=[C:17]([OH:18])[C:10]=2[CH2:9]1)=[O:7])([CH3:4])([CH3:3])[CH3:2].[F:19][C:20]([F:39])([F:38])[S:21](N(C1C=CC=CC=1)[S:21]([C:20]([F:39])([F:38])[F:19])(=[O:23])=[O:22])(=[O:23])=[O:22]. No catalyst specified. The product is [C:1]([O:5][C:6]([N:8]1[CH:13]([CH3:14])[CH2:12][C:11]2[NH:15][N:16]=[C:17]([O:18][S:21]([C:20]([F:39])([F:38])[F:19])(=[O:23])=[O:22])[C:10]=2[CH2:9]1)=[O:7])([CH3:2])([CH3:3])[CH3:4]. The yield is 0.550. (3) The reactants are [CH2:1]([N:4]([C:20]1[CH:25]=[CH:24][C:23]([O:26][CH2:27][CH2:28][O:29][CH:30]2[CH2:35][CH2:34][CH2:33][CH2:32][O:31]2)=[C:22]([CH2:36][CH3:37])[CH:21]=1)[C:5](=[O:19])[C:6]([O:9][C:10]1[CH:15]=[CH:14][C:13]([CH:16]2[CH2:18][CH2:17]2)=[CH:12][CH:11]=1)=[CH:7]C)C=C. The catalyst is C1(C)C=CC=CC=1.CC1C=C(C)C(N2C(=[Ru](Cl)(Cl)=CC3C=CC=CC=3)N(C3C(C)=CC(C)=CC=3C)CC2)=C(C)C=1.C1CCC(P(C2CCCCC2)C2CCCCC2)CC1. The product is [CH:16]1([C:13]2[CH:12]=[CH:11][C:10]([O:9][C:6]3[C:5](=[O:19])[N:4]([C:20]4[CH:25]=[CH:24][C:23]([O:26][CH2:27][CH2:28][O:29][CH:30]5[CH2:35][CH2:34][CH2:33][CH2:32][O:31]5)=[C:22]([CH2:36][CH3:37])[CH:21]=4)[CH2:1][CH:7]=3)=[CH:15][CH:14]=2)[CH2:18][CH2:17]1. The yield is 0.423. (4) The reactants are [NH2:1][C@@H:2]([CH:6]1[CH2:11][CH2:10][O:9][CH2:8][CH2:7]1)[C:3]([OH:5])=[O:4].C(=O)(O)[O-].[Na+].Cl[C:18]([O:20][CH3:21])=[O:19].Cl. No catalyst specified. The product is [CH3:21][O:20][C:18]([NH:1][C@@H:2]([CH:6]1[CH2:7][CH2:8][O:9][CH2:10][CH2:11]1)[C:3]([OH:5])=[O:4])=[O:19]. The yield is 0.990. (5) The product is [Cl:1][C:2]1[N:10]=[CH:9][N:8]=[C:7]2[C:3]=1[N:4]=[CH:5][N:6]2[C@@H:11]1[O:21][C@H:20]([CH2:19][OH:18])[C@@H:13]([OH:14])[C@@H:12]1[O:34][CH3:35]. The yield is 0.740. The catalyst is C1COCC1.N1C=CC=CC=1.F.N1C=CC=CC=1.CCOC(C)=O. The reactants are [Cl:1][C:2]1[N:10]=[CH:9][N:8]=[C:7]2[C:3]=1[N:4]=[CH:5][N:6]2[C@@H:11]1[O:21][C@H:20]2[C@@H:13]([O:14][Si](C(C)C)(C(C)C)O[Si](C(C)C)(C(C)C)[O:18][CH2:19]2)[C@@H:12]1[O:34][CH3:35]. (6) The reactants are [CH2:1]([O:3][C:4]([CH2:6][CH:7]([CH2:11][CH:12]([CH3:14])[CH3:13])[C:8]([OH:10])=O)=[O:5])[CH3:2].Cl.Cl.[N:17]1[CH:22]=[CH:21][CH:20]=[CH:19][C:18]=1[C:23]1[S:27][C:26](CN)=[CH:25][CH:24]=1.[CH:30]1C=CC2N(O)N=NC=2[CH:35]=1.C(Cl)CCl.CN1CCOCC1. No catalyst specified. The product is [CH3:13][CH:12]([CH3:14])[CH2:11][CH:7]([C:8](=[O:10])[NH:17][CH2:22][C:21]1[CH:20]=[CH:19][C:18]([C:23]2[S:27][CH:26]=[CH:25][CH:24]=2)=[CH:35][CH:30]=1)[CH2:6][C:4]([O:3][CH2:1][CH3:2])=[O:5]. The yield is 0.830.